Dataset: hERG Central: cardiac toxicity at 1µM, 10µM, and general inhibition. Task: Predict hERG channel inhibition at various concentrations. The compound is CN(C)CCCN=Cc1c(-c2ccccc2)[nH]n(-c2nc3ccccc3s2)c1=O. Results: hERG_inhib (hERG inhibition (general)): blocker.